From a dataset of Reaction yield outcomes from USPTO patents with 853,638 reactions. Predict the reaction yield, written as a fraction of the theoretical maximum amount of product (1.0 means a 100% yield; for example, 0.34 means a 34% yield). (1) The reactants are [Na].C(O)C.[CH:5]([O:7][CH2:8][CH3:9])=[O:6].[Cl:10][CH2:11][C:12](OCC)=[O:13]. The catalyst is C(OCC)C. The product is [Cl:10][CH:11]([CH:12]=[O:13])[C:5]([O:7][CH2:8][CH3:9])=[O:6]. The yield is 0.154. (2) The reactants are [F:1][C:2]([F:23])([F:22])[C:3]1[CH:8]=[CH:7][CH:6]=[CH:5][C:4]=1[NH:9][CH:10]=[C:11]([C:17]([O:19][CH2:20][CH3:21])=[O:18])[C:12]([O:14]CC)=O.C1C=CC(C2C=CC=CC=2)=CC=1.C1C=CC(OC2C=CC=CC=2)=CC=1. The catalyst is CCCCCC. The product is [CH2:20]([O:19][C:17]([C:11]1[CH:10]=[N:9][C:4]2[C:5]([C:12]=1[OH:14])=[CH:6][CH:7]=[CH:8][C:3]=2[C:2]([F:1])([F:22])[F:23])=[O:18])[CH3:21]. The yield is 0.917. (3) The reactants are [C:1]1([CH2:7][N:8]2[C:20]3[CH2:19][CH2:18][CH2:17][C:16](=[O:21])[C:15]=3[C:14]3[C:9]2=[CH:10][CH:11]=[CH:12][C:13]=3[C:22]([O:24][CH3:25])=[O:23])[CH:6]=[CH:5][CH:4]=[CH:3][CH:2]=1.ClC1C(=O)C(C#N)=C(C#N)C(=O)C=1Cl. The catalyst is C1(C)C=CC=CC=1. The product is [C:1]1([CH2:7][N:8]2[C:20]3[CH:19]=[CH:18][CH:17]=[C:16]([OH:21])[C:15]=3[C:14]3[C:9]2=[CH:10][CH:11]=[CH:12][C:13]=3[C:22]([O:24][CH3:25])=[O:23])[CH:6]=[CH:5][CH:4]=[CH:3][CH:2]=1. The yield is 0.280. (4) The reactants are [ClH:1].[OH:2][C:3]([C:34]1[CH:39]=[CH:38][CH:37]=[CH:36][CH:35]=1)([C:28]1[CH:33]=[CH:32][CH:31]=[CH:30][CH:29]=1)[CH:4]1[CH2:9][CH2:8][N:7]([CH2:10][CH2:11][CH2:12][C:13]([C:15]2[CH:20]=[CH:19][C:18]([C:21]([CH3:27])([CH3:26])[C:22]([O:24][CH3:25])=[O:23])=[CH:17][CH:16]=2)=[O:14])[CH2:6][CH2:5]1.[BH4-].[Na+].[OH-].[Na+].Cl. The catalyst is CO. The yield is 0.940. The product is [ClH:1].[OH:2][C:3]([C:28]1[CH:33]=[CH:32][CH:31]=[CH:30][CH:29]=1)([C:34]1[CH:39]=[CH:38][CH:37]=[CH:36][CH:35]=1)[CH:4]1[CH2:9][CH2:8][N:7]([CH2:10][CH2:11][CH2:12][CH:13]([C:15]2[CH:20]=[CH:19][C:18]([C:21]([CH3:27])([CH3:26])[C:22]([O:24][CH3:25])=[O:23])=[CH:17][CH:16]=2)[OH:14])[CH2:6][CH2:5]1. (5) The reactants are C1(P(C2CCCCC2)C2C=CC=CC=2C2C=CC=CC=2N(C)C)CCCCC1.CC(C)([O-])C.[K+].[NH:35]1[CH2:40][CH2:39][O:38][CH2:37][CH2:36]1.Br[C:42]1[CH:47]=[C:46]([CH3:48])[C:45]([NH2:49])=[C:44]([O:50][CH3:51])[CH:43]=1. The catalyst is C1C=CC(/C=C/C(/C=C/C2C=CC=CC=2)=O)=CC=1.C1C=CC(/C=C/C(/C=C/C2C=CC=CC=2)=O)=CC=1.[Pd].C1(C)C=CC=CC=1. The product is [CH3:51][O:50][C:44]1[CH:43]=[C:42]([N:35]2[CH2:40][CH2:39][O:38][CH2:37][CH2:36]2)[CH:47]=[C:46]([CH3:48])[C:45]=1[NH2:49]. The yield is 0.290. (6) The reactants are C1(P(=[CH:20][C:21]([O:23][CH3:24])=[O:22])(C2C=CC=CC=2)C2C=CC=CC=2)C=CC=CC=1.[CH2:25]([O:32][C:33]1[CH:34]=[C:35]([CH:38]=[CH:39][C:40]=1[I:41])[CH:36]=O)[C:26]1[CH:31]=[CH:30][CH:29]=[CH:28][CH:27]=1. The catalyst is C1(C)C=CC=CC=1. The product is [CH2:25]([O:32][C:33]1[CH:34]=[C:35](/[CH:36]=[CH:20]/[C:21]([O:23][CH3:24])=[O:22])[CH:38]=[CH:39][C:40]=1[I:41])[C:26]1[CH:31]=[CH:30][CH:29]=[CH:28][CH:27]=1. The yield is 0.870. (7) The reactants are CO[CH2:3][N:4]([CH2:10][C:11]1[CH:16]=[CH:15][CH:14]=[CH:13][CH:12]=1)[CH2:5][Si](C)(C)C.[Cl:17][C:18]1[CH:23]=[CH:22][C:21](/[CH:24]=[CH:25]/[N+:26]([O-:28])=[O:27])=[CH:20][C:19]=1[F:29].FC(F)(F)C(O)=O. The catalyst is C(Cl)Cl. The product is [CH2:10]([N:4]1[CH2:5][CH:25]([N+:26]([O-:28])=[O:27])[CH:24]([C:21]2[CH:22]=[CH:23][C:18]([Cl:17])=[C:19]([F:29])[CH:20]=2)[CH2:3]1)[C:11]1[CH:16]=[CH:15][CH:14]=[CH:13][CH:12]=1. The yield is 0.550.